This data is from Forward reaction prediction with 1.9M reactions from USPTO patents (1976-2016). The task is: Predict the product of the given reaction. (1) Given the reactants [C:1]([O:5][C:6]([N:8]1[CH2:13][CH2:12][CH:11]([O:14][C:15]2[C:20]([C:21]([OH:23])=O)=[CH:19][C:18]([N+:24]([O-:26])=[O:25])=[CH:17][C:16]=2[Cl:27])[CH2:10][CH2:9]1)=[O:7])([CH3:4])([CH3:3])[CH3:2].ClC(OCC(C)C)=O.C([N:38](CC)CC)C.N, predict the reaction product. The product is: [C:1]([O:5][C:6]([N:8]1[CH2:9][CH2:10][CH:11]([O:14][C:15]2[C:20]([C:21](=[O:23])[NH2:38])=[CH:19][C:18]([N+:24]([O-:26])=[O:25])=[CH:17][C:16]=2[Cl:27])[CH2:12][CH2:13]1)=[O:7])([CH3:2])([CH3:3])[CH3:4]. (2) Given the reactants [C:1]([O:5][C:6](=[O:34])[NH:7][C:8]1[CH:13]=[C:12]([CH3:14])[C:11]([CH2:15][NH:16][C:17]([C:19]2[CH:20]=[N:21][N:22]([CH2:24][C:25]3[CH:30]=[CH:29][C:28]([CH2:31]O)=[CH:27][CH:26]=3)[CH:23]=2)=[O:18])=[C:10]([CH3:33])[N:9]=1)([CH3:4])([CH3:3])[CH3:2].C[Si]([Cl:39])(C)C.CS(C)=O.C([O-])(O)=O.[Na+], predict the reaction product. The product is: [C:1]([O:5][C:6](=[O:34])[NH:7][C:8]1[CH:13]=[C:12]([CH3:14])[C:11]([CH2:15][NH:16][C:17]([C:19]2[CH:20]=[N:21][N:22]([CH2:24][C:25]3[CH:30]=[CH:29][C:28]([CH2:31][Cl:39])=[CH:27][CH:26]=3)[CH:23]=2)=[O:18])=[C:10]([CH3:33])[N:9]=1)([CH3:4])([CH3:3])[CH3:2]. (3) Given the reactants [Cl:1][C:2]1[CH:3]=[CH:4][C:5]([C@@H:8]([S:10][C:11]2[N:12]=[C:13]([NH:22][C@H:23]([CH2:26][CH:27]([CH3:29])[CH3:28])[CH2:24][OH:25])[C:14]3[S:19][C:18]([O:20]C)=[N:17][C:15]=3[N:16]=2)[CH3:9])=[N:6][CH:7]=1, predict the reaction product. The product is: [Cl:1][C:2]1[CH:3]=[CH:4][C:5]([C@@H:8]([S:10][C:11]2[N:12]=[C:13]([NH:22][C@@H:23]([CH2:24][OH:25])[CH2:26][CH:27]([CH3:28])[CH3:29])[C:14]3[S:19][C:18](=[O:20])[NH:17][C:15]=3[N:16]=2)[CH3:9])=[N:6][CH:7]=1. (4) Given the reactants C(=O)([O-])[O-].[K+].[K+].[C:7]1([CH2:13][NH:14][C@H:15]([C:18]([OH:20])=[O:19])[CH2:16][OH:17])[CH:12]=[CH:11][CH:10]=[CH:9][CH:8]=1.Cl[CH2:22][C:23](Cl)=[O:24].[OH-].[Na+], predict the reaction product. The product is: [O:24]=[C:23]1[N:14]([CH2:13][C:7]2[CH:8]=[CH:9][CH:10]=[CH:11][CH:12]=2)[CH:15]([C:18]([OH:20])=[O:19])[CH2:16][O:17][CH2:22]1.